This data is from Catalyst prediction with 721,799 reactions and 888 catalyst types from USPTO. The task is: Predict which catalyst facilitates the given reaction. Reactant: [Na].[CH3:2][C:3](=[O:9])[CH2:4][C:5](=[O:8])[CH2:6][CH3:7].Br[CH2:11][C:12]([C:14]1[CH:15]=[C:16]2[C:21](=[CH:22][CH:23]=1)[O:20][C:19]([CH3:25])([CH3:24])[CH2:18][CH2:17]2)=[O:13].O. Product: [C:3]([CH:4]([C:5](=[O:8])[CH2:6][CH3:7])[CH2:11][C:12]([C:14]1[CH:15]=[C:16]2[C:21](=[CH:22][CH:23]=1)[O:20][C:19]([CH3:25])([CH3:24])[CH2:18][CH2:17]2)=[O:13])(=[O:9])[CH3:2]. The catalyst class is: 11.